Dataset: Reaction yield outcomes from USPTO patents with 853,638 reactions. Task: Predict the reaction yield, written as a fraction of the theoretical maximum amount of product (1.0 means a 100% yield; for example, 0.34 means a 34% yield). (1) The product is [CH:15]1([C:13]([NH:12][C:7]2[N:8]=[CH:9][C:10]3[C:5]([CH:6]=2)=[CH:4][CH:3]=[C:2]([C:20]2[CH:21]=[C:22]([CH:26]=[CH:27][C:19]=2[CH3:18])[C:23]([OH:25])=[O:24])[CH:11]=3)=[O:14])[CH2:17][CH2:16]1. The yield is 0.910. The reactants are Br[C:2]1[CH:11]=[C:10]2[C:5]([CH:6]=[C:7]([NH:12][C:13]([CH:15]3[CH2:17][CH2:16]3)=[O:14])[N:8]=[CH:9]2)=[CH:4][CH:3]=1.[CH3:18][C:19]1[CH:27]=[CH:26][C:22]([C:23]([OH:25])=[O:24])=[CH:21][C:20]=1B1OC(C)(C)C(C)(C)O1.C(=O)([O-])[O-].[K+].[K+].O1CCOCC1.O.C(O)(=O)CC(CC(O)=O)(C(O)=O)O. The catalyst is CC(P(C(C)(C)C)C1C=CC(N(C)C)=CC=1)(C)C.CC(P(C(C)(C)C)C1C=CC(N(C)C)=CC=1)(C)C.Cl[Pd]Cl. (2) The reactants are [CH:1]1([N:6]2[CH2:12][C:11]3([CH2:14][CH2:13]3)[C:10](=[O:15])[N:9]([CH3:16])[C:8]3[CH:17]=[N:18][C:19]([NH:21][C:22]4[CH:30]=[CH:29][C:25]([C:26]([OH:28])=O)=[CH:24][C:23]=4[O:31][CH3:32])=[N:20][C:7]2=3)[CH2:5][CH2:4][CH2:3][CH2:2]1.CCN(C(C)C)C(C)C.CN(C([O:49]N1N=NC2C=CC=CC1=2)=[N+](C)C)C.[B-](F)(F)(F)F.C(N1C[CH2:76][CH2:75][N:74]([CH:78]2[CH2:83][CH2:82][CH:81]([NH2:84])[CH2:80][CH2:79]2)[CH2:73][CH2:72]1)C1C=CC=CC=1. The catalyst is CN(C=O)C. The product is [CH:1]1([N:6]2[CH2:12][C:11]3([CH2:14][CH2:13]3)[C:10](=[O:15])[N:9]([CH3:16])[C:8]3[CH:17]=[N:18][C:19]([NH:21][C:22]4[CH:30]=[CH:29][C:25]([C:26]([NH:84][C@H:81]5[CH2:82][CH2:83][C@H:78]([N:74]6[CH2:75][CH2:76][O:49][CH2:72][CH2:73]6)[CH2:79][CH2:80]5)=[O:28])=[CH:24][C:23]=4[O:31][CH3:32])=[N:20][C:7]2=3)[CH2:2][CH2:3][CH2:4][CH2:5]1. The yield is 0.140. (3) The reactants are [Br:1][C:2]1[C:3]([OH:13])=[C:4]([C:10](=[O:12])[CH3:11])[CH:5]=[C:6]([Cl:9])[C:7]=1[CH3:8].S(OC)(O[CH3:18])(=O)=O.C(=O)([O-])[O-].[K+].[K+]. The catalyst is CC(C)=O. The product is [Br:1][C:2]1[C:3]([O:13][CH3:18])=[C:4]([C:10](=[O:12])[CH3:11])[CH:5]=[C:6]([Cl:9])[C:7]=1[CH3:8]. The yield is 0.840. (4) The reactants are N(C(OCC)=O)=NC(OCC)=O.[OH:13][C:14]1[CH:23]=[C:22]2[C:17]([C:18](=[O:32])[N:19]([CH2:24][O:25][C:26](=[O:31])[C:27]([CH3:30])([CH3:29])[CH3:28])[CH:20]=[N:21]2)=[CH:16][C:15]=1[O:33][CH3:34].C1(P(C2C=CC=CC=2)C2C=CC=CC=2)C=CC=CC=1.[CH3:54][O:55][CH2:56][CH2:57][O:58][CH2:59][CH2:60]O. The catalyst is C(Cl)Cl. The product is [CH3:34][O:33][C:15]1[CH:16]=[C:17]2[C:22](=[CH:23][C:14]=1[O:13][CH2:60][CH2:59][O:58][CH2:57][CH2:56][O:55][CH3:54])[N:21]=[CH:20][N:19]([CH2:24][O:25][C:26](=[O:31])[C:27]([CH3:28])([CH3:29])[CH3:30])[C:18]2=[O:32]. The yield is 1.00.